This data is from Peptide-MHC class I binding affinity with 185,985 pairs from IEDB/IMGT. The task is: Regression. Given a peptide amino acid sequence and an MHC pseudo amino acid sequence, predict their binding affinity value. This is MHC class I binding data. (1) The peptide sequence is VMDTLNGIMM. The MHC is HLA-A02:03 with pseudo-sequence HLA-A02:03. The binding affinity (normalized) is 0.210. (2) The peptide sequence is LRIPTHRHI. The MHC is HLA-A26:01 with pseudo-sequence HLA-A26:01. The binding affinity (normalized) is 0. (3) The binding affinity (normalized) is 0.0847. The peptide sequence is ISGSNIVIF. The MHC is HLA-B57:01 with pseudo-sequence HLA-B57:01. (4) The peptide sequence is QINELHHSK. The MHC is HLA-B08:01 with pseudo-sequence HLA-B08:01. The binding affinity (normalized) is 0.0847. (5) The peptide sequence is KLLEGEEERL. The MHC is HLA-A68:02 with pseudo-sequence HLA-A68:02. The binding affinity (normalized) is 0.0823. (6) The peptide sequence is HMMKDEPVV. The MHC is HLA-A68:02 with pseudo-sequence HLA-A68:02. The binding affinity (normalized) is 0.107.